The task is: Regression. Given a peptide amino acid sequence and an MHC pseudo amino acid sequence, predict their binding affinity value. This is MHC class II binding data.. This data is from Peptide-MHC class II binding affinity with 134,281 pairs from IEDB. (1) The peptide sequence is SNMTQRVVIALLVLAKK. The MHC is DRB3_0301 with pseudo-sequence DRB3_0301. The binding affinity (normalized) is 0. (2) The peptide sequence is GAFLVRNGKKLIPSW. The MHC is DRB1_1101 with pseudo-sequence DRB1_1101. The binding affinity (normalized) is 0.898. (3) The peptide sequence is KTDCTKEVEEAWASA. The MHC is DRB5_0101 with pseudo-sequence DRB5_0101. The binding affinity (normalized) is 0.0400. (4) The peptide sequence is INEPTAAAIAYGHDR. The MHC is HLA-DQA10102-DQB10602 with pseudo-sequence HLA-DQA10102-DQB10602. The binding affinity (normalized) is 0.632. (5) The peptide sequence is SDYVYEPFPKRVWEQ. The MHC is HLA-DQA10501-DQB10201 with pseudo-sequence HLA-DQA10501-DQB10201. The binding affinity (normalized) is 0.0533. (6) The binding affinity (normalized) is 0.504. The peptide sequence is QKQVQMMIMIKFMGV. The MHC is DRB1_0401 with pseudo-sequence DRB1_0401.